Predict the reaction yield, written as a fraction of the theoretical maximum amount of product (1.0 means a 100% yield; for example, 0.34 means a 34% yield). From a dataset of Reaction yield outcomes from USPTO patents with 853,638 reactions. (1) The reactants are [CH3:1][O:2][C:3]1[C:4]([C:13]([O:15]C)=[O:14])=[CH:5][C:6]2[C:11]([CH:12]=1)=[CH:10][CH:9]=[CH:8][CH:7]=2.O.[OH-].[Na+].C(O)(=O)CC(CC(O)=O)(C(O)=O)O. The catalyst is CO. The product is [CH3:1][O:2][C:3]1[C:4]([C:13]([OH:15])=[O:14])=[CH:5][C:6]2[C:11]([CH:12]=1)=[CH:10][CH:9]=[CH:8][CH:7]=2. The yield is 0.920. (2) The reactants are [OH:1][C:2]1[C:3]([CH2:9][OH:10])=[N:4][C:5]([CH3:8])=[CH:6][CH:7]=1.[H-].[Na+].[CH3:13][O:14][C:15]1[CH:22]=[CH:21][C:18]([CH2:19]Cl)=[CH:17][CH:16]=1. The catalyst is CN(C=O)C.C(Cl)Cl. The product is [CH3:13][O:14][C:15]1[CH:22]=[CH:21][C:18]([CH2:19][O:1][C:2]2[C:3]([CH2:9][OH:10])=[N:4][C:5]([CH3:8])=[CH:6][CH:7]=2)=[CH:17][CH:16]=1. The yield is 0.600. (3) The reactants are O.[OH-].[Li+].C[O:5][C:6](=[O:30])[C:7]1[CH:12]=[CH:11][C:10]([CH2:13][CH2:14][C:15]([N:17]2[CH2:22][CH2:21][N:20]([CH2:23][CH2:24][C:25]([CH3:28])([CH3:27])[CH3:26])[CH2:19][CH2:18]2)=[O:16])=[C:9]([CH3:29])[CH:8]=1. The catalyst is C1COCC1.O. The product is [CH3:26][C:25]([CH3:28])([CH3:27])[CH2:24][CH2:23][N:20]1[CH2:21][CH2:22][N:17]([C:15](=[O:16])[CH2:14][CH2:13][C:10]2[CH:11]=[CH:12][C:7]([C:6]([OH:30])=[O:5])=[CH:8][C:9]=2[CH3:29])[CH2:18][CH2:19]1. The yield is 0.990. (4) The reactants are [CH2:1]([O:3][C:4]([C:6]1[CH:15]=[C:14]2[C:9]([CH:10]=[CH:11][CH:12]=[N+:13]2[O-])=[CH:8][CH:7]=1)=[O:5])[CH3:2].C1(C)C=CC(S(Cl)(=O)=O)=CC=1.C(N(CC)CC)C.[CH3:35][OH:36]. No catalyst specified. The product is [CH3:35][O:36][C:12]1[CH:11]=[CH:10][C:9]2[C:14](=[CH:15][C:6]([C:4]([O:3][CH2:1][CH3:2])=[O:5])=[CH:7][CH:8]=2)[N:13]=1. The yield is 0.810. (5) The reactants are [CH3:1][N:2](C=O)C.[OH:6][C:7]1[CH:16]=[CH:15][C:10]([C:11]([O:13][CH3:14])=[O:12])=[CH:9][C:8]=1I.CCN(C(C)C)C(C)C.CN.CN(C(ON1N=NC2C=CC=CC1=2)=[N+](C)C)C.F[P-](F)(F)(F)(F)F. No catalyst specified. The yield is 0.630. The product is [C:1]([C:8]1[CH:9]=[C:10]([CH:15]=[CH:16][C:7]=1[OH:6])[C:11]([O:13][CH3:14])=[O:12])#[N:2]. (6) The reactants are [CH3:1][O:2][C:3]1[CH:4]=[C:5]([OH:10])[CH:6]=[C:7]([CH:9]=1)[OH:8].[N+:11]([O-])([OH:13])=[O:12]. The catalyst is C(O)(=O)C.C(OC(=O)C)(=O)C. The product is [CH3:1][O:2][C:3]1[CH:9]=[C:7]([OH:8])[C:6]([N+:11]([O-:13])=[O:12])=[C:5]([OH:10])[CH:4]=1. The yield is 0.0440. (7) The reactants are [F:1][C:2]([F:13])([F:12])[C:3]1[N:8]=[CH:7][C:6](B(O)O)=[CH:5][CH:4]=1.Br[C:15]1[N:20]=[C:19]([CH:21]=[O:22])[C:18]([Cl:23])=[CH:17][CH:16]=1.C([O-])([O-])=O.[Na+].[Na+].COCCOC. The catalyst is C1C=CC([P]([Pd]([P](C2C=CC=CC=2)(C2C=CC=CC=2)C2C=CC=CC=2)([P](C2C=CC=CC=2)(C2C=CC=CC=2)C2C=CC=CC=2)[P](C2C=CC=CC=2)(C2C=CC=CC=2)C2C=CC=CC=2)(C2C=CC=CC=2)C2C=CC=CC=2)=CC=1.O. The product is [Cl:23][C:18]1[CH:17]=[CH:16][C:15]([C:6]2[CH:7]=[N:8][C:3]([C:2]([F:13])([F:12])[F:1])=[CH:4][CH:5]=2)=[N:20][C:19]=1[CH:21]=[O:22]. The yield is 0.575. (8) The reactants are [F:1][C:2]1[CH:7]=[CH:6][CH:5]=[C:4]([F:8])[C:3]=1[N:9]1[C:14]2[N:15]=[C:16](S(C)=O)[N:17]=[C:18]([C:19]3[CH:20]=[C:21]([CH:28]=[CH:29][C:30]=3[CH3:31])[C:22]([NH:24][CH:25]([CH3:27])[CH3:26])=[O:23])[C:13]=2[CH2:12][NH:11][C:10]1=[O:35].[N:36]1([CH:41]2[CH2:46][CH2:45][NH:44][CH2:43][CH2:42]2)[CH2:40][CH2:39][CH2:38][CH2:37]1. The catalyst is C(Cl)Cl. The product is [F:1][C:2]1[CH:7]=[CH:6][CH:5]=[C:4]([F:8])[C:3]=1[N:9]1[C:14]2[N:15]=[C:16]([N:44]3[CH2:45][CH2:46][CH:41]([N:36]4[CH2:40][CH2:39][CH2:38][CH2:37]4)[CH2:42][CH2:43]3)[N:17]=[C:18]([C:19]3[CH:20]=[C:21]([CH:28]=[CH:29][C:30]=3[CH3:31])[C:22]([NH:24][CH:25]([CH3:27])[CH3:26])=[O:23])[C:13]=2[CH2:12][NH:11][C:10]1=[O:35]. The yield is 0.790. (9) The reactants are [NH2:1][C:2]1[C:7]2=[C:8]([C:23]3[CH:24]=[CH:25][C:26]4[C:30]([CH:31]=3)=[N:29][N:28]([CH2:32][C:33]3[CH:38]=[CH:37][CH:36]=[CH:35][CH:34]=3)[CH:27]=4)[CH:9]=[C:10]([C:11]([C:13]3[CH:22]=[C:21]4[C:16]([CH2:17][CH2:18][NH:19][CH2:20]4)=[CH:15][CH:14]=3)=O)[N:6]2[N:5]=[CH:4][N:3]=1.CS(O)(=O)=O. The catalyst is ClCCl. The product is [CH2:32]([N:28]1[CH:27]=[C:26]2[C:30]([CH:31]=[C:23]([C:8]3[CH:9]=[C:10]([CH2:11][C:13]4[CH:22]=[C:21]5[C:16]([CH2:17][CH2:18][NH:19][CH2:20]5)=[CH:15][CH:14]=4)[N:6]4[C:7]=3[C:2]([NH2:1])=[N:3][CH:4]=[N:5]4)[CH:24]=[CH:25]2)=[N:29]1)[C:33]1[CH:34]=[CH:35][CH:36]=[CH:37][CH:38]=1. The yield is 0.620. (10) The reactants are C(OC([NH:8][C:9]1[CH:10]=[C:11]([C:20]([O:22][CH2:23][CH3:24])=[O:21])[S:12][C:13]=1[C:14]#[C:15][Si](C)(C)C)=O)(C)(C)C.[N+](CCCC)(CCCC)(CCCC)CCCC.[F-]. The catalyst is C1COCC1. The product is [S:12]1[C:13]2[CH:14]=[CH:15][NH:8][C:9]=2[CH:10]=[C:11]1[C:20]([O:22][CH2:23][CH3:24])=[O:21]. The yield is 0.940.